This data is from NCI-60 drug combinations with 297,098 pairs across 59 cell lines. The task is: Regression. Given two drug SMILES strings and cell line genomic features, predict the synergy score measuring deviation from expected non-interaction effect. (1) Synergy scores: CSS=45.2, Synergy_ZIP=0.914, Synergy_Bliss=1.20, Synergy_Loewe=1.15, Synergy_HSA=1.14. Cell line: SNB-75. Drug 2: CC1C(C(CC(O1)OC2CC(CC3=C2C(=C4C(=C3O)C(=O)C5=C(C4=O)C(=CC=C5)OC)O)(C(=O)C)O)N)O.Cl. Drug 1: C1CCN(CC1)CCOC2=CC=C(C=C2)C(=O)C3=C(SC4=C3C=CC(=C4)O)C5=CC=C(C=C5)O. (2) Drug 1: C1CCC(C(C1)N)N.C(=O)(C(=O)[O-])[O-].[Pt+4]. Drug 2: N.N.Cl[Pt+2]Cl. Cell line: HS 578T. Synergy scores: CSS=4.67, Synergy_ZIP=1.65, Synergy_Bliss=3.67, Synergy_Loewe=-2.16, Synergy_HSA=1.67. (3) Drug 1: C1=CC(=CC=C1CC(C(=O)O)N)N(CCCl)CCCl.Cl. Drug 2: CN(CCCl)CCCl.Cl. Cell line: EKVX. Synergy scores: CSS=4.11, Synergy_ZIP=-1.13, Synergy_Bliss=0.249, Synergy_Loewe=-2.29, Synergy_HSA=-1.63.